Dataset: CYP2D6 inhibition data for predicting drug metabolism from PubChem BioAssay. Task: Regression/Classification. Given a drug SMILES string, predict its absorption, distribution, metabolism, or excretion properties. Task type varies by dataset: regression for continuous measurements (e.g., permeability, clearance, half-life) or binary classification for categorical outcomes (e.g., BBB penetration, CYP inhibition). Dataset: cyp2d6_veith. (1) The molecule is COc1ccc(-c2cc(C(F)(F)F)nc(N3CCCCC3)n2)cc1OC. The result is 0 (non-inhibitor). (2) The compound is Cc1ccc(N2C(=O)/C(=C/c3ccc(CN(CCC#N)S(C)(=O)=O)o3)C(=O)NC2=S)cc1C. The result is 0 (non-inhibitor). (3) The drug is COCC(=O)N1CCC[C@@]2(CCN(Cc3ccccc3)C2)C1. The result is 1 (inhibitor). (4) The compound is CCOC(=O)c1c(-c2ccccc2)nc2ccccn12. The result is 0 (non-inhibitor). (5) The drug is Cc1cc(C)cc(NC(=O)N2CCCC2C(=O)Nc2ccc(-n3cnnn3)c(C)c2)c1. The result is 0 (non-inhibitor). (6) The drug is CCCc1[nH]nc2c1C(c1ccc(OC)c(CSc3ccccn3)c1)C(C#N)=C(N)O2.CCO. The result is 1 (inhibitor).